Dataset: Forward reaction prediction with 1.9M reactions from USPTO patents (1976-2016). Task: Predict the product of the given reaction. (1) The product is: [CH:17]1([C:20]2[C:21]([N:29]3[CH2:30][CH2:31][N:32]([C:35]([C:37]4[CH:42]=[CH:41][C:40]([N:11]5[C@H:10]([CH2:9][OH:8])[CH2:14][CH2:13][S:12]5(=[O:15])=[O:16])=[CH:39][C:38]=4[F:44])=[O:36])[CH2:33][CH2:34]3)=[N:22][CH:23]=[C:24]([CH:26]3[CH2:28][CH2:27]3)[CH:25]=2)[CH2:18][CH2:19]1. Given the reactants C([O:8][CH2:9][C@@H:10]1[CH2:14][CH2:13][S:12](=[O:16])(=[O:15])[NH:11]1)C1C=CC=CC=1.[CH:17]1([C:20]2[C:21]([N:29]3[CH2:34][CH2:33][N:32]([C:35]([C:37]4[CH:42]=[CH:41][C:40](I)=[CH:39][C:38]=4[F:44])=[O:36])[CH2:31][CH2:30]3)=[N:22][CH:23]=[C:24]([CH:26]3[CH2:28][CH2:27]3)[CH:25]=2)[CH2:19][CH2:18]1, predict the reaction product. (2) Given the reactants [C:1]1([S:7]([NH:10][CH:11]([CH2:15][OH:16])[C:12]([OH:14])=O)(=[O:9])=[O:8])[CH:6]=[CH:5][CH:4]=[CH:3][CH:2]=1.[CH3:17][C:18]1[CH:23]=[CH:22][C:21]([CH3:24])=[CH:20][C:19]=1[N:25]1[CH2:30][CH2:29][NH:28][CH2:27][CH2:26]1.N1(O[P+](N(C)C)(N(C)C)N(C)C)C2C=CC=CC=2N=N1.F[P-](F)(F)(F)(F)F.C(N(C(C)C)C(C)C)C.OS([O-])(=O)=O.[K+], predict the reaction product. The product is: [CH3:17][C:18]1[CH:23]=[CH:22][C:21]([CH3:24])=[CH:20][C:19]=1[N:25]1[CH2:26][CH2:27][N:28]([C:12](=[O:14])[CH:11]([NH:10][S:7]([C:1]2[CH:2]=[CH:3][CH:4]=[CH:5][CH:6]=2)(=[O:8])=[O:9])[CH2:15][OH:16])[CH2:29][CH2:30]1. (3) Given the reactants [F:1][C@@H:2]([CH3:11])[CH2:3][O:4][C:5]1[CH:10]=[CH:9][N:8]=[CH:7][CH:6]=1.C(O)(=O)C, predict the reaction product. The product is: [F:1][C@@H:2]([CH3:11])[CH2:3][O:4][CH:5]1[CH2:6][CH2:7][NH:8][CH2:9][CH2:10]1. (4) Given the reactants [C:1]1(=[O:11])[NH:5][C:4](=[O:6])[C:3]2=[CH:7][CH:8]=[CH:9][CH:10]=[C:2]12.[CH2:12]([C@@H:14]1[O:16][CH2:15]1)Cl.C(=O)([O-])[O-].[Na+].[Na+].CC(C)([O-])C.[K+], predict the reaction product. The product is: [CH2:12]([C:10]1[CH:9]=[CH:8][CH:7]=[C:3]2[C:4]([NH:5][C:1](=[O:11])[C:2]=12)=[O:6])[C@H:14]1[O:16][CH2:15]1. (5) Given the reactants [F:1][C:2]([F:19])([F:18])[C:3]1[N:8]=[CH:7][C:6]([NH:9][C:10](=[O:17])OCC(Cl)(Cl)Cl)=[CH:5][CH:4]=1.[C:20]1([C:26]2[N:27]=[C:28]([N:31]3[CH2:36][CH2:35][NH:34][CH2:33][CH2:32]3)[S:29][CH:30]=2)[CH:25]=[CH:24][CH:23]=[CH:22][CH:21]=1.C(N(C(C)C)CC)(C)C.CS(C)=O, predict the reaction product. The product is: [C:20]1([C:26]2[N:27]=[C:28]([N:31]3[CH2:36][CH2:35][N:34]([C:10]([NH:9][C:6]4[CH:7]=[N:8][C:3]([C:2]([F:1])([F:18])[F:19])=[CH:4][CH:5]=4)=[O:17])[CH2:33][CH2:32]3)[S:29][CH:30]=2)[CH:21]=[CH:22][CH:23]=[CH:24][CH:25]=1. (6) Given the reactants C(O)(C(F)(F)F)=O.[NH2:8][C:9]1[N:14]=[C:13]([NH:15][CH2:16][CH2:17][CH2:18][N:19]2[CH:23]=[C:22]([C:24]3[CH:29]=[CH:28][C:27]([Cl:30])=[CH:26][C:25]=3[Cl:31])[C:21]([C:32]([O:34]C(C)(C)C)=[O:33])=[CH:20]2)[CH:12]=[CH:11][C:10]=1[N+:39]([O-:41])=[O:40].O, predict the reaction product. The product is: [NH2:8][C:9]1[N:14]=[C:13]([NH:15][CH2:16][CH2:17][CH2:18][N:19]2[CH:23]=[C:22]([C:24]3[CH:29]=[CH:28][C:27]([Cl:30])=[CH:26][C:25]=3[Cl:31])[C:21]([C:32]([OH:34])=[O:33])=[CH:20]2)[CH:12]=[CH:11][C:10]=1[N+:39]([O-:41])=[O:40]. (7) Given the reactants N1CCC[C@H]1C(O)=O.[OH-].[Na+].Br[C:12]1[CH:17]=[CH:16][C:15]([C@H:18]([C:29]2[CH:34]=[CH:33][CH:32]=[CH:31][C:30]=2[CH3:35])[CH2:19][C:20]([C:22]2[CH:27]=[CH:26][N:25]=[C:24]([CH3:28])[CH:23]=2)=[O:21])=[CH:14][CH:13]=1.[CH3:36][S:37]([O-:39])=[O:38].[Na+], predict the reaction product. The product is: [CH3:36][S:37]([C:12]1[CH:17]=[CH:16][C:15]([C@H:18]([C:29]2[CH:34]=[CH:33][CH:32]=[CH:31][C:30]=2[CH3:35])[CH2:19][C:20]([C:22]2[CH:27]=[CH:26][N:25]=[C:24]([CH3:28])[CH:23]=2)=[O:21])=[CH:14][CH:13]=1)(=[O:39])=[O:38].